From a dataset of Experimentally validated miRNA-target interactions with 360,000+ pairs, plus equal number of negative samples. Binary Classification. Given a miRNA mature sequence and a target amino acid sequence, predict their likelihood of interaction. (1) The miRNA is hsa-miR-8083 with sequence CAGGACUUGACGGCUGCAACU. The protein sequence of the target gene is MVLLESEQFLTELTRLFQKCRSSGSVFITLKKYDGRTKPIPRKSSVEGLEPAENKCLLRATDGKRKISTVVSSKEVNKFQMAYSNLLRANMDGLKKRDKKNKSKKSKPAQ. Result: 0 (no interaction). (2) The miRNA is mmu-miR-5098 with sequence GUUACAUGGUGAAGCCCAGUU. The protein sequence of the target gene is MANSGLQLLGYFLALGGWVGIIASTALPQWKQSSYAGDAIITAVGLYEGLWMSCASQSTGQVQCKLYDSLLALDGHIQSARALMVVAVLLGFVAMVLSVVGMKCTRVGDSNPTAKSRVAISGGALFLLAGLCTLTAVSWYATLVTQEFFNPSTPVNARYEFGPALFVGWASAGLAMLGGSFLCCTCPEPERANSIPQPYRSGPSTAAREPVVKLPASVKGPLGV. Result: 0 (no interaction). (3) The miRNA is hsa-miR-6892-3p with sequence UCCCUCUCCCACCCCUUGCAG. The protein sequence of the target gene is MAGFLDNFRWPECECIDWSERRNTVASVVAGILFFTGWWIMIDAAVVYPKPEQLNHAFHTCGVFSTLAFFMINAVSNAQVRGDSYESGCLGRTGARVWLFIGFMLMFGSLIASMWILFGAYVTQNIDVYPGLAVFFQNALIFFSTLIYKFGRTEELWA. Result: 0 (no interaction).